Dataset: Catalyst prediction with 721,799 reactions and 888 catalyst types from USPTO. Task: Predict which catalyst facilitates the given reaction. (1) Product: [CH3:27][N:28]1[C:6]2[CH:5]=[CH:7][CH:10]=[N:3][C:2]=2[CH:24]=[N:26]1. The catalyst class is: 10. Reactant: N[C:2]1[CH:6]=[C:5]([C:7]([CH3:10])(C)C)O[N:3]=1.ClC(Cl)(OC(=O)OC(Cl)(Cl)Cl)Cl.N[C:24]([NH2:26])=O.[CH3:27][NH:28]N. (2) Reactant: [CH:1](/[C:4]1[CH:5]=[C:6]2[C:11](=[CH:12][CH:13]=1)[N:10]1[CH:14]=[N:15][C:16]([CH2:17][OH:18])=[C:9]1[CH2:8][CH2:7]2)=[CH:2]\[CH3:3].C=C(C1C=C2C(=CC=1)N1C=NC(CO)=C1CC2)C. Product: [CH:1](/[C:4]1[CH:5]=[C:6]2[C:11](=[CH:12][CH:13]=1)[N:10]1[CH:14]=[N:15][C:16]([CH:17]=[O:18])=[C:9]1[CH2:8][CH2:7]2)=[CH:2]\[CH3:3]. The catalyst class is: 428. (3) Reactant: [NH2:1][C:2]1[CH:3]=[C:4]([SH:8])[CH:5]=[CH:6][CH:7]=1.C[O-].[Na+].Br[CH2:13][C:14]1[CH:19]=[CH:18][CH:17]=[C:16]([N+:20]([O-:22])=[O:21])[CH:15]=1.O. Product: [N+:20]([C:16]1[CH:15]=[C:14]([CH:19]=[CH:18][CH:17]=1)[CH2:13][S:8][C:4]1[CH:3]=[C:2]([CH:7]=[CH:6][CH:5]=1)[NH2:1])([O-:22])=[O:21]. The catalyst class is: 9. (4) Reactant: [N:1]1[N:2]2[CH2:16][CH2:15][CH2:14][C:3]2=[CH:4][C:5]=1[NH:6]C(=O)OC(C)(C)C.FC(F)(F)C(O)=O. Product: [N:1]1[N:2]2[CH2:16][CH2:15][CH2:14][C:3]2=[CH:4][C:5]=1[NH2:6]. The catalyst class is: 4. (5) Reactant: [CH3:1][C:2]([Si:5]([CH3:18])([CH3:17])[O:6][CH2:7][CH2:8][C:9]1[O:10][C:11]([CH2:14][CH2:15][OH:16])=[CH:12][CH:13]=1)([CH3:4])[CH3:3].[H-].[Na+].[CH2:21](Br)[C:22]1[CH:27]=[CH:26][CH:25]=[CH:24][CH:23]=1.O. Product: [CH3:4][C:2]([Si:5]([CH3:18])([CH3:17])[O:6][CH2:7][CH2:8][C:9]1[O:10][C:11]([CH2:14][CH2:15][O:16][CH2:21][C:22]2[CH:27]=[CH:26][CH:25]=[CH:24][CH:23]=2)=[CH:12][CH:13]=1)([CH3:1])[CH3:3]. The catalyst class is: 807. (6) Reactant: [NH2:1][CH2:2][CH2:3][O:4][CH2:5][CH2:6][N:7]1[C:19]2[C:18]3[CH:17]=[CH:16][CH:15]=[CH:14][C:13]=3[N:12]=[C:11]([NH2:20])[C:10]=2[N:9]=[C:8]1[CH3:21].C(N(CC)CC)C.[C:29]1([N:35]=[C:36]=[O:37])[CH:34]=[CH:33][CH:32]=[CH:31][CH:30]=1. Product: [NH2:20][C:11]1[C:10]2[N:9]=[C:8]([CH3:21])[N:7]([CH2:6][CH2:5][O:4][CH2:3][CH2:2][NH:1][C:36]([NH:35][C:29]3[CH:34]=[CH:33][CH:32]=[CH:31][CH:30]=3)=[O:37])[C:19]=2[C:18]2[CH:17]=[CH:16][CH:15]=[CH:14][C:13]=2[N:12]=1. The catalyst class is: 60.